From a dataset of Catalyst prediction with 721,799 reactions and 888 catalyst types from USPTO. Predict which catalyst facilitates the given reaction. (1) Reactant: [CH2:1]([Li])CCC.[Cl:6][C:7]1[CH:12]=[CH:11][C:10]([N:13]2[CH2:18][CH2:17][C:16](=O)[CH2:15][CH2:14]2)=[CH:9][CH:8]=1. Product: [Cl:6][C:7]1[CH:12]=[CH:11][C:10]([N:13]2[CH2:18][CH2:17][C:16](=[CH2:1])[CH2:15][CH2:14]2)=[CH:9][CH:8]=1. The catalyst class is: 307. (2) The catalyst class is: 22. Reactant: [Br:1][C:2]1[CH:3]=[CH:4][C:5]([NH:9][C:10]2[O:11][C@:12]3([CH2:20][N:21]=2)[CH:17]2[CH2:18][CH2:19][N:14]([CH2:15][CH2:16]2)[CH2:13]3)=[N:6][C:7]=1[F:8].C1C=C(Cl)C=C(C(OO)=[O:30])C=1. Product: [Br:1][C:2]1[CH:3]=[CH:4][C:5]([NH:9][C:10]2[O:11][C@:12]3([CH2:20][N:21]=2)[CH:17]2[CH2:18][CH2:19][N+:14]([O-:30])([CH2:15][CH2:16]2)[CH2:13]3)=[N:6][C:7]=1[F:8].